This data is from Full USPTO retrosynthesis dataset with 1.9M reactions from patents (1976-2016). The task is: Predict the reactants needed to synthesize the given product. (1) Given the product [NH2:26][CH:17]1[CH2:2][C:3]2[C:4](=[C:5]([CH3:10])[CH:6]=[C:7]([Cl:9])[CH:8]=2)[N:11]([OH:13])[C:16]1=[O:38], predict the reactants needed to synthesize it. The reactants are: Br[CH2:2][C:3]1[CH:8]=[C:7]([Cl:9])[CH:6]=[C:5]([CH3:10])[C:4]=1[N+:11]([O-:13])=O.BrC[C:16]1C=CC=C(C(F)(F)F)[C:17]=1[N+:26]([O-])=O.ClC1C=C(C)C([N+]([O-])=[O:38])=C(C)C=1. (2) Given the product [CH2:14]([O:1][C:2]1[C:10]2[O:9][N:8]=[C:7]([CH3:11])[C:6]=2[CH:5]=[CH:4][CH:3]=1)[CH:13]=[CH2:12], predict the reactants needed to synthesize it. The reactants are: [OH:1][C:2]1[C:10]2[O:9][N:8]=[C:7]([CH3:11])[C:6]=2[CH:5]=[CH:4][CH:3]=1.[CH2:12](Br)[CH:13]=[CH2:14].C(=O)([O-])[O-].[K+].[K+].CN(C)C=O. (3) Given the product [CH3:29][O:28][C:26]([C:23]1[CH:22]=[N:21][C:20]([O:17][C:13]2[CH:14]=[C:15]([CH3:16])[C:7]3[CH:6]([CH2:5][C:4]([O:3][CH2:1][CH3:2])=[O:18])[O:10][B:9]([OH:11])[C:8]=3[CH:12]=2)=[CH:25][N:24]=1)=[O:27], predict the reactants needed to synthesize it. The reactants are: [CH2:1]([O:3][C:4](=[O:18])[CH2:5][CH:6]1[O:10][B:9]([OH:11])[C:8]2[CH:12]=[C:13]([OH:17])[CH:14]=[C:15]([CH3:16])[C:7]1=2)[CH3:2].Cl[C:20]1[CH:25]=[N:24][C:23]([C:26]([O:28][CH3:29])=[O:27])=[CH:22][N:21]=1.[H-].[Na+].Cl. (4) The reactants are: [F:1][C:2]([F:19])([F:18])[C:3]1[N:8]=[C:7]([O:9][C:10]2[CH:17]=[CH:16][C:13]([CH:14]=O)=[CH:12][CH:11]=2)[CH:6]=[CH:5][CH:4]=1.[H-].[Na+].[CH2:22]1COCC1. Given the product [F:1][C:2]([F:19])([F:18])[C:3]1[CH:4]=[CH:5][CH:6]=[C:7]([O:9][C:10]2[CH:17]=[CH:16][C:13]([CH:14]=[CH2:22])=[CH:12][CH:11]=2)[N:8]=1, predict the reactants needed to synthesize it. (5) Given the product [NH2:19][C:16]1[CH:15]=[C:14]([N:19]([C:16]2[CH:17]=[CH:18][C:13]([O:12][CH2:11][CH2:10][O:9][CH3:8])=[CH:14][CH:15]=2)[C:20]2[N:21]=[C:22]([NH2:29])[C:23]3[CH:28]=[CH:27][NH:26][C:24]=3[N:25]=2)[CH:13]=[CH:1][CH:3]=1, predict the reactants needed to synthesize it. The reactants are: [C:1](O)([C:3](F)(F)F)=O.[CH3:8][O:9][CH2:10][CH2:11][O:12][C:13]1[CH:18]=[CH:17][C:16]([NH:19][C:20]2[N:21]=[C:22]([NH:29]C3C=C(NC(=O)OC(C)(C)C)C=CC=3)[C:23]3[CH:28]=[CH:27][NH:26][C:24]=3[N:25]=2)=[CH:15][CH:14]=1. (6) Given the product [CH3:18][O:17][C:14]1[CH:15]=[C:16]2[C:11]([CH:10]=[CH:9][CH:8]=[C:7]2[C:33]([OH:35])=[O:34])=[CH:12][CH:13]=1.[O-:6][S:3]([C:2]([F:20])([F:19])[F:1])(=[O:5])=[O:4], predict the reactants needed to synthesize it. The reactants are: [F:1][C:2]([F:20])([F:19])[S:3]([O:6][C:7]1[C:16]2[C:11](=[CH:12][CH:13]=[C:14]([O:17][CH3:18])[CH:15]=2)[CH:10]=[CH:9][CH:8]=1)(=[O:5])=[O:4].COC1C=C2C(=CC=1)C([C:33]([OH:35])=[O:34])=CC=C2.